From a dataset of Catalyst prediction with 721,799 reactions and 888 catalyst types from USPTO. Predict which catalyst facilitates the given reaction. Reactant: [CH:1]1([C@H:4]2[C@H:13]([CH3:14])[C@@H:12]([NH:15][C:16]3[CH:21]=[CH:20][CH:19]=[CH:18][CH:17]=3)[C:11]3[C:6](=[CH:7][CH:8]=[C:9]([O:22]C)[N:10]=3)[N:5]2[C:24](=[O:26])[CH3:25])[CH2:3][CH2:2]1.[I-].[Na+]. Product: [C:24]([N:5]1[CH:4]([CH:1]2[CH2:3][CH2:2]2)[CH:13]([CH3:14])[CH:12]([NH:15][C:16]2[CH:21]=[CH:20][CH:19]=[CH:18][CH:17]=2)[C:11]2[NH:10][C:9](=[O:22])[CH:8]=[CH:7][C:6]1=2)(=[O:26])[CH3:25]. The catalyst class is: 10.